This data is from Forward reaction prediction with 1.9M reactions from USPTO patents (1976-2016). The task is: Predict the product of the given reaction. (1) Given the reactants [F:1][C:2]([F:49])([F:48])[C:3]1[CH:4]=[C:5]([C@H:13]([O:15][C@H:16]2[CH2:20][N:19](C(OC(C)(C)C)=O)[C@@H:18]([C:28]([NH:34]S(C(C)(C)C)=O)([CH3:33])[CH2:29][C:30]([OH:32])=[O:31])[C@@H:17]2[C:41]2[CH:46]=[CH:45][C:44]([F:47])=[CH:43][CH:42]=2)[CH3:14])[CH:6]=[C:7]([C:9]([F:12])([F:11])[F:10])[CH:8]=1.[ClH:50], predict the reaction product. The product is: [ClH:50].[ClH:50].[NH2:34][C:28]([C@H:18]1[C@H:17]([C:41]2[CH:46]=[CH:45][C:44]([F:47])=[CH:43][CH:42]=2)[C@@H:16]([O:15][C@@H:13]([C:5]2[CH:6]=[C:7]([C:9]([F:10])([F:11])[F:12])[CH:8]=[C:3]([C:2]([F:48])([F:49])[F:1])[CH:4]=2)[CH3:14])[CH2:20][NH:19]1)([CH3:33])[CH2:29][C:30]([OH:32])=[O:31]. (2) Given the reactants [CH2:1]([N:8]1[CH2:13][C:12](=[O:14])[NH:11][C@H:10]([CH2:15][C:16]2[CH:21]=[C:20](Br)[CH:19]=[CH:18][C:17]=2[O:23][CH3:24])[C:9]1=[O:25])[C:2]1[CH:7]=[CH:6][CH:5]=[CH:4][CH:3]=1.[C:26]1(C)C=CC=CC=1, predict the reaction product. The product is: [CH2:1]([N:8]1[CH2:13][C:12](=[O:14])[NH:11][C@H:10]([CH2:15][C:16]2[CH:21]=[C:20]([CH3:26])[CH:19]=[CH:18][C:17]=2[O:23][CH3:24])[C:9]1=[O:25])[C:2]1[CH:7]=[CH:6][CH:5]=[CH:4][CH:3]=1. (3) Given the reactants [C:1]1([CH:9]=[CH:10][C:11]2[CH:17]=[CH:16][C:14]([OH:15])=[CH:13][CH:12]=2)[CH:8]=[C:6]([OH:7])[CH:5]=[C:3]([OH:4])[CH:2]=1.[C:18](Cl)(=[O:34])[CH2:19][CH2:20][CH2:21][CH2:22][CH2:23][CH2:24][CH2:25][CH2:26][CH2:27][CH2:28][CH2:29][CH2:30][CH2:31][CH2:32][CH3:33], predict the reaction product. The product is: [C:18]([O:4][C:3]1[CH:2]=[C:1]([CH:9]=[CH:10][C:11]2[CH:17]=[CH:16][C:14]([O:15][C:18](=[O:34])[CH2:19][CH2:20][CH2:21][CH2:22][CH2:23][CH2:24][CH2:25][CH2:26][CH2:27][CH2:28][CH2:29][CH2:30][CH2:31][CH2:32][CH3:33])=[CH:13][CH:12]=2)[CH:8]=[C:6]([O:7][C:18](=[O:34])[CH2:19][CH2:20][CH2:21][CH2:22][CH2:23][CH2:24][CH2:25][CH2:26][CH2:27][CH2:28][CH2:29][CH2:30][CH2:31][CH2:32][CH3:33])[CH:5]=1)(=[O:34])[CH2:19][CH2:20][CH2:21][CH2:22][CH2:23][CH2:24][CH2:25][CH2:26][CH2:27][CH2:28][CH2:29][CH2:30][CH2:31][CH2:32][CH3:33]. (4) Given the reactants Cl.[NH2:2][CH:3]1[CH2:8][CH2:7][N:6]([C:9]([O:11][CH2:12][C:13]2[CH:18]=[C:17]([C:19]([F:22])([F:21])[F:20])[CH:16]=[C:15]([CH3:23])[CH:14]=2)=[O:10])[CH2:5][CH2:4]1.CCN(C(C)C)C(C)C.[NH:33]1[CH:37]=[C:36]([CH2:38][CH2:39][CH2:40][C:41](Cl)=[O:42])[N:35]=[N:34]1, predict the reaction product. The product is: [NH:33]1[CH:37]=[C:36]([CH2:38][CH2:39][CH2:40][C:41]([NH:2][CH:3]2[CH2:4][CH2:5][N:6]([C:9]([O:11][CH2:12][C:13]3[CH:18]=[C:17]([C:19]([F:22])([F:20])[F:21])[CH:16]=[C:15]([CH3:23])[CH:14]=3)=[O:10])[CH2:7][CH2:8]2)=[O:42])[N:35]=[N:34]1. (5) Given the reactants Cl.Cl.[F:3][C:4]1[CH:12]=[C:11]2[C:7]([CH2:8][CH2:9][CH:10]2[NH:13][C:14]2[C:19]([NH2:20])=[CH:18][CH:17]=[C:16]([NH:21][C:22]3[NH:23][N:24]=[C:25]([CH3:27])[CH:26]=3)[N:15]=2)=[CH:6][CH:5]=1.[CH:28](OC)(OC)OC, predict the reaction product. The product is: [F:3][C:4]1[CH:12]=[C:11]2[C:7]([CH2:8][CH2:9][C@H:10]2[N:13]2[C:14]3=[N:15][C:16]([NH:21][C:22]4[NH:23][N:24]=[C:25]([CH3:27])[CH:26]=4)=[CH:17][CH:18]=[C:19]3[N:20]=[CH:28]2)=[CH:6][CH:5]=1. (6) Given the reactants [F:1][C:2]([F:29])([F:28])[C:3]([NH:5][CH2:6][C:7]1[CH:11]=[C:10]([C:12]2[CH:17]=[CH:16][CH:15]=[CH:14][CH:13]=2)[N:9]([S:18]([C:21]2[CH:26]=[CH:25][C:24]([CH3:27])=[CH:23][CH:22]=2)(=[O:20])=[O:19])[CH:8]=1)=[O:4].B.[OH2:31], predict the reaction product. The product is: [F:1][C:2]([F:29])([F:28])[C:3]([OH:31])=[O:4].[F:29][C:2]([F:1])([F:28])[CH2:3][NH:5][CH2:6][C:7]1[CH:11]=[C:10]([C:12]2[CH:13]=[CH:14][CH:15]=[CH:16][CH:17]=2)[N:9]([S:18]([C:21]2[CH:22]=[CH:23][C:24]([CH3:27])=[CH:25][CH:26]=2)(=[O:20])=[O:19])[CH:8]=1. (7) Given the reactants [Li+].[OH-].[F:3][CH:4]([F:34])[O:5][CH2:6][C@H:7]([N:13]1[CH2:18][CH2:17][C@@H:16]([CH2:19][C:20]([O:22]C)=[O:21])[CH2:15][C@H:14]1[C:24]1[CH:29]=[CH:28][C:27]([C:30]([F:33])([F:32])[F:31])=[CH:26][CH:25]=1)[CH2:8][CH2:9][CH:10]([CH3:12])[CH3:11].Cl.C([O-])(O)=O.[Na+], predict the reaction product. The product is: [F:34][CH:4]([F:3])[O:5][CH2:6][C@H:7]([N:13]1[CH2:18][CH2:17][C@@H:16]([CH2:19][C:20]([OH:22])=[O:21])[CH2:15][C@H:14]1[C:24]1[CH:25]=[CH:26][C:27]([C:30]([F:33])([F:31])[F:32])=[CH:28][CH:29]=1)[CH2:8][CH2:9][CH:10]([CH3:12])[CH3:11]. (8) Given the reactants [NH2:1][CH2:2][C@H:3]1[C@@H:8]([OH:9])[CH2:7][CH2:6][N:5]([CH2:10][C:11]2[CH:16]=[CH:15][CH:14]=[CH:13][CH:12]=2)[CH2:4]1.C(=O)(O)[O-].[Na+].[C:22](O[C:22]([O:24][C:25]([CH3:28])([CH3:27])[CH3:26])=[O:23])([O:24][C:25]([CH3:28])([CH3:27])[CH3:26])=[O:23].O, predict the reaction product. The product is: [OH:9][C@H:8]1[CH2:7][CH2:6][N:5]([CH2:10][C:11]2[CH:16]=[CH:15][CH:14]=[CH:13][CH:12]=2)[CH2:4][C@H:3]1[CH2:2][NH:1][C:22](=[O:23])[O:24][C:25]([CH3:28])([CH3:27])[CH3:26]. (9) The product is: [Cl:9][C:3]1[CH:4]=[C:5]([OH:8])[CH:6]=[CH:7][C:2]=1[S:11]([CH3:10])(=[O:13])=[O:12]. Given the reactants Br[C:2]1[CH:7]=[CH:6][C:5]([OH:8])=[CH:4][C:3]=1[Cl:9].[CH3:10][S:11]([O-:13])=[O:12].[Na+].CNCCNC, predict the reaction product. (10) The product is: [C:8]12([CH:7]([C:22]3[O:23][C:24]([CH3:27])=[CH:25][CH:26]=3)[NH:6][C:4](=[O:5])[C:3]3[C:28]([CH3:32])=[CH:29][CH:30]=[CH:31][C:2]=3[CH3:1])[NH:14][CH:11]([CH2:10][CH2:9]1)[CH2:12][CH2:13]2. Given the reactants [CH3:1][C:2]1[CH:31]=[CH:30][CH:29]=[C:28]([CH3:32])[C:3]=1[C:4]([NH:6][CH:7]([C:22]1[O:23][C:24]([CH3:27])=[CH:25][CH:26]=1)[C:8]12[N:14](C(OC(C)(C)C)=O)[CH:11]([CH2:12][CH2:13]1)[CH2:10][CH2:9]2)=[O:5].Cl.C([O-])(O)=O.[Na+].[Na+].[Cl-], predict the reaction product.